Dataset: Full USPTO retrosynthesis dataset with 1.9M reactions from patents (1976-2016). Task: Predict the reactants needed to synthesize the given product. (1) Given the product [NH2:12][C:10]1[CH:9]=[C:4]([CH:3]=[C:2]([F:1])[CH:11]=1)[C:5]([O:7][CH3:8])=[O:6], predict the reactants needed to synthesize it. The reactants are: [F:1][C:2]1[CH:3]=[C:4]([CH:9]=[C:10]([N+:12]([O-])=O)[CH:11]=1)[C:5]([O:7][CH3:8])=[O:6].[Cl-].[NH4+]. (2) Given the product [F:17][C:2]1([F:1])[O:6][C:5]2[CH:7]=[CH:8][C:9]([C:11]3([C:14]([NH:22][C:23]4[CH:24]=[C:25]5[C:29](=[CH:30][C:31]=4[F:32])[N:28]([CH2:33][C@@H:34]4[CH2:38][O:37][C:36]([CH3:39])([CH3:40])[O:35]4)[C:27]([C:41]([CH3:45])([CH3:44])[CH2:42][OH:43])=[CH:26]5)=[O:16])[CH2:12][CH2:13]3)=[CH:10][C:4]=2[O:3]1, predict the reactants needed to synthesize it. The reactants are: [F:1][C:2]1([F:17])[O:6][C:5]2[CH:7]=[CH:8][C:9]([C:11]3([C:14]([OH:16])=O)[CH2:13][CH2:12]3)=[CH:10][C:4]=2[O:3]1.S(Cl)(Cl)=O.[NH2:22][C:23]1[CH:24]=[C:25]2[C:29](=[CH:30][C:31]=1[F:32])[N:28]([CH2:33][C@@H:34]1[CH2:38][O:37][C:36]([CH3:40])([CH3:39])[O:35]1)[C:27]([C:41]([CH3:45])([CH3:44])[CH2:42][OH:43])=[CH:26]2.C(N(CC)CC)C. (3) Given the product [N:6]1[CH:7]=[CH:8][CH:9]=[C:4]([CH:1]([C:4]2[CH:9]=[CH:8][C:10]([OH:11])=[CH:2][C:1]=2[OH:12])[CH3:2])[CH:5]=1, predict the reactants needed to synthesize it. The reactants are: [C:1]([C:4]1[CH:5]=[N:6][CH:7]=[CH:8][CH:9]=1)(=O)[CH3:2].[CH3:10][OH:11].[OH-:12].[Na+]. (4) Given the product [CH:19]1([NH:25][C:26](=[O:27])[O:11][C:8]2[CH:9]=[CH:10][C:5]([NH:4][C:2](=[O:3])[CH3:1])=[CH:6][CH:7]=2)[CH2:24][CH2:23][CH2:22][CH2:21][CH2:20]1, predict the reactants needed to synthesize it. The reactants are: [CH3:1][C:2]([NH:4][C:5]1[CH:6]=[CH:7][C:8]([OH:11])=[CH:9][CH:10]=1)=[O:3].C(N(CC)CC)C.[CH:19]1([N:25]=[C:26]=[O:27])[CH2:24][CH2:23][CH2:22][CH2:21][CH2:20]1. (5) The reactants are: COC1C=C(C=CC=1OC)C[NH:7][C:8]1[N:13]2[N:14]=[C:15]([C:17]3[O:18][CH:19]=[CH:20][CH:21]=3)[N:16]=[C:12]2[CH:11]=[C:10]([C:22]2[CH:27]=[CH:26][CH:25]=[CH:24][C:23]=2[CH:28]=[O:29])[N:9]=1.FC(F)(F)S(O)(=O)=O. Given the product [NH2:7][C:8]1[N:13]2[N:14]=[C:15]([C:17]3[O:18][CH:19]=[CH:20][CH:21]=3)[N:16]=[C:12]2[CH:11]=[C:10]([C:22]2[CH:27]=[CH:26][CH:25]=[CH:24][C:23]=2[CH:28]=[O:29])[N:9]=1, predict the reactants needed to synthesize it. (6) Given the product [Cl:26][CH2:27][CH2:28][CH2:29][S:30]([NH:1][C:2]1[CH:3]=[C:4]([CH2:8][C:9]([NH:11][C:12]2[S:13][CH:14]=[C:15]([C:17]3[C:25]4[C:20](=[N:21][CH:22]=[CH:23][CH:24]=4)[NH:19][CH:18]=3)[N:16]=2)=[O:10])[CH:5]=[CH:6][CH:7]=1)(=[O:32])=[O:31], predict the reactants needed to synthesize it. The reactants are: [NH2:1][C:2]1[CH:3]=[C:4]([CH2:8][C:9]([NH:11][C:12]2[S:13][CH:14]=[C:15]([C:17]3[C:25]4[C:20](=[N:21][CH:22]=[CH:23][CH:24]=4)[NH:19][CH:18]=3)[N:16]=2)=[O:10])[CH:5]=[CH:6][CH:7]=1.[Cl:26][CH2:27][CH2:28][CH2:29][S:30](Cl)(=[O:32])=[O:31].C(N(CC)CC)C.